This data is from Full USPTO retrosynthesis dataset with 1.9M reactions from patents (1976-2016). The task is: Predict the reactants needed to synthesize the given product. (1) The reactants are: C(N(CC1C=NC=C(C2C=C3C(=CC=2)N(C2CCCCO2)N=C3C2NC(C(NCC3C=CC=CN=3)=O)=CN=2)C=1C)C(=O)OC(C)(C)C)C.[CH2:49]([N:51]([CH2:59][C:60]1[CH:61]=[N:62][CH:63]=[C:64]([C:67]2[CH:68]=[C:69]3[C:73](=[CH:74][CH:75]=2)[N:72](C2CCCCO2)[N:71]=[C:70]3[C:82]2[NH:83][C:84]([C:87]([N:89]3[CH2:94][CH2:93][O:92][CH2:91][CH2:90]3)=[O:88])=[CH:85][N:86]=2)[C:65]=1[CH3:66])C(=O)OC(C)(C)C)[CH3:50].C(NC(C1NC(C2C3C(=CC=C(C4C=NC=C(CNCC)C=4C)C=3)NN=2)=NC=1C1C=CC=CC=1)=O)C(C)C. Given the product [CH3:66][C:65]1[C:64]([C:67]2[CH:68]=[C:69]3[C:73](=[CH:74][CH:75]=2)[NH:72][N:71]=[C:70]3[C:82]2[NH:83][C:84]([C:87]([N:89]3[CH2:90][CH2:91][O:92][CH2:93][CH2:94]3)=[O:88])=[CH:85][N:86]=2)=[CH:63][N:62]=[CH:61][C:60]=1[CH2:59][NH:51][CH2:49][CH3:50], predict the reactants needed to synthesize it. (2) Given the product [CH3:6][NH:7][C:8]1[CH:13]=[CH:12][C:11]([C:14]2[N:19]3[N:20]=[C:21]([NH:23][C:24]([CH:26]4[CH2:28][CH2:27]4)=[O:25])[N:22]=[C:18]3[CH:17]=[CH:16][CH:15]=2)=[CH:10][CH:9]=1, predict the reactants needed to synthesize it. The reactants are: C(O[C:6](=O)[NH:7][C:8]1[CH:13]=[CH:12][C:11]([C:14]2[N:19]3[N:20]=[C:21]([NH:23][C:24]([CH:26]4[CH2:28][CH2:27]4)=[O:25])[N:22]=[C:18]3[CH:17]=[CH:16][CH:15]=2)=[CH:10][CH:9]=1)(C)(C)C.FC(F)(F)C(O)=O. (3) Given the product [CH2:61]([C:31]12[CH2:47][CH:34]([CH2:33][CH2:32]1)[CH:35]=[CH:36]2)[CH2:56][CH2:57][CH3:58], predict the reactants needed to synthesize it. The reactants are: F[C:31]1[C:36]([B-]([C:31]2[C:36](F)=[C:35](F)[C:34](F)=[C:33](F)[C:32]=2F)([C:31]2[C:36](F)=[C:35](F)[C:34](F)=[C:33](F)[C:32]=2F)[C:31]2[C:36](F)=[C:35](F)[C:34](F)=[C:33](F)[C:32]=2F)=[C:35](F)[C:34](F)=[C:33](F)[C:32]=1F.[Li+].[CH3:47]COCC.CC(C)=O.[C:56]1(C)[CH:61]=CC=[CH:58][CH:57]=1. (4) Given the product [NH2:1][C:2]1[CH:3]=[C:4]([CH2:8][CH2:9][CH2:10][CH2:11][O:12][CH2:13][CH2:14][CH2:15][CH2:16][CH2:17][CH2:18][N:19]2[CH2:23][C@@H:22]([C:24]3[CH:35]=[CH:34][C:27]4[O:28][C:29]([CH3:32])([CH3:33])[O:30][CH2:31][C:26]=4[CH:25]=3)[O:21][C:20]2=[O:36])[CH:5]=[CH:6][CH:7]=1, predict the reactants needed to synthesize it. The reactants are: [NH2:1][C:2]1[CH:3]=[C:4]([C:8]#[C:9][CH2:10][CH2:11][O:12][CH2:13][CH2:14][CH2:15][CH2:16][CH2:17][CH2:18][N:19]2[CH2:23][C@@H:22]([C:24]3[CH:35]=[CH:34][C:27]4[O:28][C:29]([CH3:33])([CH3:32])[O:30][CH2:31][C:26]=4[CH:25]=3)[O:21][C:20]2=[O:36])[CH:5]=[CH:6][CH:7]=1. (5) Given the product [N:1]1[C:10]2[C:5](=[CH:6][CH:7]=[CH:8][CH:9]=2)[CH:4]=[CH:3][C:2]=1[N:11]1[CH2:14][CH:13]([O:15][C:16]2[C:17]([N:22]3[CH2:27][CH2:26][C:25](=[O:28])[CH2:24][CH2:23]3)=[N:18][CH:19]=[CH:20][N:21]=2)[CH2:12]1, predict the reactants needed to synthesize it. The reactants are: [N:1]1[C:10]2[C:5](=[CH:6][CH:7]=[CH:8][CH:9]=2)[CH:4]=[CH:3][C:2]=1[N:11]1[CH2:14][CH:13]([O:15][C:16]2[C:17]([N:22]3[CH2:27][CH2:26][CH:25]([OH:28])[CH2:24][CH2:23]3)=[N:18][CH:19]=[CH:20][N:21]=2)[CH2:12]1.CC(OI1(OC(C)=O)(OC(C)=O)OC(=O)C2C=CC=CC1=2)=O.CCOC(C)=O. (6) The reactants are: C([O:3][C:4]([C@@H:6]1[CH2:15][C@@H:14]2[C@@H:9]([CH2:10][CH2:11][C@H:12]([S:16][C:17]3[CH:22]=[C:21]([CH3:23])[CH:20]=[CH:19][C:18]=3[C:24]([O:26]CC)=[O:25])[CH2:13]2)[CH2:8][N:7]1C(OC)=O)=[O:5])C.[ClH:33]. Given the product [ClH:33].[C:24]([C:18]1[CH:19]=[CH:20][C:21]([CH3:23])=[CH:22][C:17]=1[S:16][C@H:12]1[CH2:11][CH2:10][C@@H:9]2[C@@H:14]([CH2:15][C@@H:6]([C:4]([OH:5])=[O:3])[NH:7][CH2:8]2)[CH2:13]1)([OH:26])=[O:25], predict the reactants needed to synthesize it. (7) Given the product [O:34]=[C:10]1[C:9]2[C:8]([C:27]#[N:28])=[C:7]([N:1]3[CH2:6][CH2:5][CH2:4][CH2:3][CH2:2]3)[CH:19]=[C:18]([C:20]3[CH:21]=[CH:22][C:23]([CH3:26])=[CH:24][CH:25]=3)[C:17]=2[C:16]2[C:11]1=[CH:12][CH:13]=[CH:14][CH:15]=2, predict the reactants needed to synthesize it. The reactants are: [N:1]1([C:7]2[CH:19]=[C:18]([C:20]3[CH:25]=[CH:24][C:23]([CH3:26])=[CH:22][CH:21]=3)[C:17]3[C:16]4[C:11](=[CH:12][CH:13]=[CH:14][CH:15]=4)[CH2:10][C:9]=3[C:8]=2[C:27]#[N:28])[CH2:6][CH2:5][CH2:4][CH2:3][CH2:2]1.[H-].[Na+].C1C[O:34]CC1. (8) The reactants are: [Cl:1][C:2]1[CH:3]=[CH:4][C:5]([O:25][CH:26]([F:28])[F:27])=[C:6]([C:8]2[C:13]([O:14][CH3:15])=[CH:12][N:11]([CH2:16][C:17]([O:19][C:20]([CH3:23])([CH3:22])[CH3:21])=[O:18])[C:10](=[O:24])[CH:9]=2)[CH:7]=1.FC(F)(F)S(O[CH2:35][CH:36]([CH3:38])[CH3:37])(=O)=O. Given the product [Cl:1][C:2]1[CH:3]=[CH:4][C:5]([O:25][CH:26]([F:28])[F:27])=[C:6]([C:8]2[C:13]([O:14][CH3:15])=[CH:12][N:11]([CH:16]([CH2:35][CH:36]([CH3:38])[CH3:37])[C:17]([O:19][C:20]([CH3:23])([CH3:22])[CH3:21])=[O:18])[C:10](=[O:24])[CH:9]=2)[CH:7]=1, predict the reactants needed to synthesize it. (9) Given the product [NH2:23][C:22]1[C:37]2[C:17]([C:16]3[CH:19]=[CH:20][CH:21]=[C:14]([N+:11]([O-:13])=[O:12])[CH:15]=3)=[N:9][C:8]([S:7][CH3:6])=[N:10][C:36]=2[S:35][C:24]=1[C:25]([O:27][CH2:28][CH3:29])=[O:26], predict the reactants needed to synthesize it. The reactants are: S(O)(O)(=O)=O.[CH3:6][S:7][C:8](=[NH:10])[NH2:9].[N+:11]([C:14]1[CH:15]=[C:16]([CH:19]=[CH:20][CH:21]=1)[CH:17]=O)([O-:13])=[O:12].[C:22]([CH2:24][C:25]([O:27][CH2:28][CH3:29])=[O:26])#[N:23].O=P(Cl)(Cl)Cl.[SH:35][CH2:36][C:37](OCC)=O. (10) The reactants are: [NH2:1][C:2]([CH:16]([O:18][CH3:19])[CH3:17])=[CH:3][C:4]([C:6]1[CH:11]=[CH:10][C:9]([C:12]([F:15])([F:14])[F:13])=[CH:8][CH:7]=1)=[O:5].[F:20][C:21]1[CH:28]=[CH:27][C:24]([CH:25]=O)=[CH:23][CH:22]=1.[CH3:29][C:30]1([CH3:38])[CH2:35][C:34](=[O:36])[CH2:33][C:32](=O)[CH2:31]1.N1CCCC1C(O)=O. Given the product [F:20][C:21]1[CH:28]=[CH:27][C:24]([CH:25]2[C:33]3[C:34](=[O:36])[CH2:35][C:30]([CH3:38])([CH3:29])[CH2:31][C:32]=3[NH:1][C:2]([CH:16]([O:18][CH3:19])[CH3:17])=[C:3]2[C:4](=[O:5])[C:6]2[CH:11]=[CH:10][C:9]([C:12]([F:14])([F:15])[F:13])=[CH:8][CH:7]=2)=[CH:23][CH:22]=1, predict the reactants needed to synthesize it.